Task: Predict the reactants needed to synthesize the given product.. Dataset: Full USPTO retrosynthesis dataset with 1.9M reactions from patents (1976-2016) (1) Given the product [CH:22]1[C:31]2[C:26](=[CH:27][CH:28]=[CH:29][CH:30]=2)[CH:25]=[CH:24][C:23]=1[C:32]([NH:35][C:15]([NH:9][CH:3]1[CH:4]2[CH2:7][CH2:8][N:1]([CH2:6][CH2:5]2)[CH2:2]1)=[O:16])([CH3:33])[CH3:34], predict the reactants needed to synthesize it. The reactants are: [N:1]12[CH2:8][CH2:7][CH:4]([CH2:5][CH2:6]1)[CH:3]([NH2:9])[CH2:2]2.C1N=CN([C:15](N2C=NC=C2)=[O:16])C=1.[CH:22]1[C:31]2[C:26](=[CH:27][CH:28]=[CH:29][CH:30]=2)[CH:25]=[CH:24][C:23]=1[C:32]([NH2:35])([CH3:34])[CH3:33]. (2) Given the product [CH3:31][S:28]([N:25]1[CH2:26][CH:27]=[C:22]([C:19]2[CH:20]=[CH:21][C:16]([O:15][CH2:14][CH:11]3[CH2:12][CH2:13][N:8]([CH2:47][C:48]4([C:51]([F:52])([F:53])[F:54])[CH2:49][CH2:50]4)[CH2:9][CH2:10]3)=[CH:17][N:41]=2)[CH2:23][CH2:24]1)(=[O:30])=[O:29], predict the reactants needed to synthesize it. The reactants are: C(OC([N:8]1[CH2:13][CH2:12][CH:11]([CH2:14][O:15][C:16]2[CH:21]=[CH:20][C:19]([C:22]3[CH2:23][CH2:24][N:25]([S:28]([CH3:31])(=[O:30])=[O:29])[CH2:26][CH:27]=3)=C[C:17]=2F)[CH2:10][CH2:9]1)=O)(C)(C)C.C(=O)([O-])[O-].[K+].[K+].C(#[N:41])C.CS(O[CH2:47][C:48]1([C:51]([F:54])([F:53])[F:52])[CH2:50][CH2:49]1)(=O)=O.